From a dataset of TCR-epitope binding with 47,182 pairs between 192 epitopes and 23,139 TCRs. Binary Classification. Given a T-cell receptor sequence (or CDR3 region) and an epitope sequence, predict whether binding occurs between them. The epitope is LQPFPQPELPYPQPQ. The TCR CDR3 sequence is CASSFSGDEQFF. Result: 0 (the TCR does not bind to the epitope).